Dataset: Reaction yield outcomes from USPTO patents with 853,638 reactions. Task: Predict the reaction yield, written as a fraction of the theoretical maximum amount of product (1.0 means a 100% yield; for example, 0.34 means a 34% yield). (1) The reactants are I[CH3:2].[OH-].[Na+].[C:5]([O:9][C:10]([N:12]1[CH2:23][CH2:22][C:15]2([NH:19][C:18](=[S:20])[NH:17][C:16]2=[O:21])[CH2:14][CH2:13]1)=[O:11])([CH3:8])([CH3:7])[CH3:6].O. The catalyst is CO. The product is [C:5]([O:9][C:10]([N:12]1[CH2:13][CH2:14][C:15]2([N:19]=[C:18]([S:20][CH3:2])[NH:17][C:16]2=[O:21])[CH2:22][CH2:23]1)=[O:11])([CH3:8])([CH3:6])[CH3:7]. The yield is 0.770. (2) The reactants are [NH:1]1[CH2:9][CH2:8][NH:7][CH2:6][CH2:5][NH:4][CH2:3][CH2:2]1.[CH2:10]([O:12][C:13]([C:15]1[CH:20]=[C:19]([C:21]2[C:26]([O:27][CH3:28])=[CH:25][C:24]([O:29][CH3:30])=[CH:23][C:22]=2[O:31][CH3:32])[CH:18]=[C:17]([CH2:33]Br)[N:16]=1)=[O:14])[CH3:11]. The catalyst is C(#N)C. The product is [CH2:10]([O:12][C:13]([C:15]1[N:16]=[C:17]([CH2:33][N:1]2[CH2:9][CH2:8][N:7]([CH2:33][C:17]3[CH:18]=[C:19]([C:21]4[C:22]([O:31][CH3:32])=[CH:23][C:24]([O:29][CH3:30])=[CH:25][C:26]=4[O:27][CH3:28])[CH:20]=[C:15]([C:13]([O:12][CH2:10][CH3:11])=[O:14])[N:16]=3)[CH2:6][CH2:5][N:4]([CH2:33][C:17]3[N:16]=[C:15]([C:13]([O:12][CH2:10][CH3:11])=[O:14])[CH:20]=[C:19]([C:21]4[C:26]([O:27][CH3:28])=[CH:25][C:24]([O:29][CH3:30])=[CH:23][C:22]=4[O:31][CH3:32])[CH:18]=3)[CH2:3][CH2:2]2)[CH:18]=[C:19]([C:21]2[C:26]([O:27][CH3:28])=[CH:25][C:24]([O:29][CH3:30])=[CH:23][C:22]=2[O:31][CH3:32])[CH:20]=1)=[O:14])[CH3:11]. The yield is 0.620. (3) The yield is 0.760. The catalyst is C1(C)C=CC=CC=1. The reactants are [F:1][C:2]([F:18])([CH:8](I)[C:9]1[CH:14]=[CH:13][C:12]([O:15][CH3:16])=[CH:11][CH:10]=1)[C:3]([O:5][CH2:6][CH3:7])=[O:4].C([SnH](CCCC)CCCC)CCC.N(C(C)(C)C#N)=NC(C)(C)C#N. The product is [F:1][C:2]([F:18])([CH2:8][C:9]1[CH:10]=[CH:11][C:12]([O:15][CH3:16])=[CH:13][CH:14]=1)[C:3]([O:5][CH2:6][CH3:7])=[O:4]. (4) The reactants are [CH2:1]([O:3][C:4](=[O:24])[CH2:5][C@@H:6]1[C:18]2[NH:17][C:16]3[C:11](=[CH:12][C:13]([F:23])=[CH:14][C:15]=3[S:19]([CH3:22])(=[O:21])=[O:20])[C:10]=2[CH2:9][CH2:8][CH2:7]1)[CH3:2].C1(P(C2C=CC=CC=2)C2C=CC=CC=2)C=CC=CC=1.[Cl:44][C:45]1[CH:50]=[CH:49][C:48]([C@H:51](O)[CH3:52])=[CH:47][CH:46]=1.N(C(OC(C)(C)C)=O)=NC(OC(C)(C)C)=O. The catalyst is C1COCC1. The product is [CH2:1]([O:3][C:4](=[O:24])[CH2:5][C@@H:6]1[C:18]2[N:17]([C@H:51]([C:48]3[CH:49]=[CH:50][C:45]([Cl:44])=[CH:46][CH:47]=3)[CH3:52])[C:16]3[C:11](=[CH:12][C:13]([F:23])=[CH:14][C:15]=3[S:19]([CH3:22])(=[O:21])=[O:20])[C:10]=2[CH2:9][CH2:8][CH2:7]1)[CH3:2]. The yield is -0.900. (5) The reactants are [F:1][C:2]1[CH:3]=[CH:4][C:5]([OH:17])=[N:6][C:7]=1[NH:8][CH2:9][C:10]1[CH:15]=[CH:14][CH:13]=[C:12]([F:16])[CH:11]=1.C(N(CC)CC)C.[F:25][C:26]([F:39])([F:38])[S:27](O[S:27]([C:26]([F:39])([F:38])[F:25])(=[O:29])=[O:28])(=[O:29])=[O:28].C([O-])(O)=O.[Na+]. The catalyst is C(Cl)Cl. The yield is 0.870. The product is [F:25][C:26]([F:39])([F:38])[S:27]([O:17][C:5]1[CH:4]=[CH:3][C:2]([F:1])=[C:7]([NH:8][CH2:9][C:10]2[CH:15]=[CH:14][CH:13]=[C:12]([F:16])[CH:11]=2)[N:6]=1)(=[O:29])=[O:28].